From a dataset of Retrosynthesis with 50K atom-mapped reactions and 10 reaction types from USPTO. Predict the reactants needed to synthesize the given product. (1) Given the product Cc1c(CN2CC3COc4ccccc4N3C2=O)ncn1C(c1ccccc1)(c1ccccc1)c1ccccc1, predict the reactants needed to synthesize it. The reactants are: Cc1c(CCl)ncn1C(c1ccccc1)(c1ccccc1)c1ccccc1.O=C1NCC2COc3ccccc3N12. (2) Given the product CCOC(=O)c1ccn(-c2ccnc3ccccc23)c1C, predict the reactants needed to synthesize it. The reactants are: CCOC(=O)c1cc[nH]c1C.Clc1ccnc2ccccc12. (3) Given the product CC(C)(C)OC(=O)N1Cc2cc(N3CCOCC3)c(C(F)(F)F)cc2C1, predict the reactants needed to synthesize it. The reactants are: C1COCCN1.CC(C)(C)OC(=O)N1Cc2cc(I)c(C(F)(F)F)cc2C1. (4) The reactants are: COC(=O)[C@H](C)Cl.O=C(NCC12CC3CC(CC(C3)C1)C2)c1cc(-c2ccccc2O)ccc1Cl. Given the product COC(=O)[C@@H](C)Oc1ccccc1-c1ccc(Cl)c(C(=O)NCC23CC4CC(CC(C4)C2)C3)c1, predict the reactants needed to synthesize it. (5) Given the product COc1cccc2c1nc(C(F)F)n2-c1nc(Nc2cccnc2)nc(N2CCOCC2)n1, predict the reactants needed to synthesize it. The reactants are: COc1cccc2c1nc(C(F)F)n2-c1nc(Cl)nc(N2CCOCC2)n1.Nc1cccnc1.